Dataset: Reaction yield outcomes from USPTO patents with 853,638 reactions. Task: Predict the reaction yield, written as a fraction of the theoretical maximum amount of product (1.0 means a 100% yield; for example, 0.34 means a 34% yield). (1) The reactants are [CH:1]([NH:4]C(C)C)(C)C.C([Li])CCC.[F:13][C:14]1[CH:19]=[C:18](I)[CH:17]=[CH:16][C:15]=1[CH2:21][C:22]([O:24][CH3:25])=[O:23].[CH3:56][O:55][C:52]1[CH:51]=[CH:50][C:49]([N:48]2[C:44]([C:42](O[C:42]([C:44]3[N:48]([C:49]4[CH:54]=[CH:53][C:52]([O:55][CH3:56])=[CH:51][CH:50]=4)[N:47]=[C:46]([C:57]([F:60])([F:59])[F:58])[CH:45]=3)=[O:43])=[O:43])=[CH:45][C:46]([C:57]([F:60])([F:59])[F:58])=[N:47]2)=[CH:54][CH:53]=1.Cl.[O:66]1[CH2:70][CH2:69][CH2:68][CH2:67]1. The catalyst is CN(C)P(N(C)C)(N(C)C)=O. The product is [F:13][C:14]1[CH:19]=[C:18]([N:4]2[CH:1]=[CH:70][CH:69]=[CH:68][C:67]2=[O:66])[CH:17]=[CH:16][C:15]=1[CH:21]([C:42]([C:44]1[N:48]([C:49]2[CH:50]=[CH:51][C:52]([O:55][CH3:56])=[CH:53][CH:54]=2)[N:47]=[C:46]([C:57]([F:58])([F:60])[F:59])[CH:45]=1)=[O:43])[C:22]([O:24][CH3:25])=[O:23]. The yield is 0.490. (2) The reactants are [C:1]([O:5][C:6]([N:8]1[CH2:13][CH2:12][CH:11]([O:14][C:15]2[C:20]([C:21](=[O:23])[NH2:22])=[CH:19][C:18]([N+:24]([O-])=O)=[CH:17][C:16]=2[Cl:27])[CH2:10][CH2:9]1)=[O:7])([CH3:4])([CH3:3])[CH3:2].[Sn]. The catalyst is C(O)(=O)C. The product is [C:1]([O:5][C:6]([N:8]1[CH2:9][CH2:10][CH:11]([O:14][C:15]2[C:20]([C:21](=[O:23])[NH2:22])=[CH:19][C:18]([NH2:24])=[CH:17][C:16]=2[Cl:27])[CH2:12][CH2:13]1)=[O:7])([CH3:4])([CH3:2])[CH3:3]. The yield is 0.830. (3) The reactants are [S:1](Cl)(Cl)(=[O:3])=[O:2].[CH:6]1([NH2:12])[CH2:11][CH2:10][CH2:9][CH2:8][CH2:7]1.C([N:15]([CH2:18][CH3:19])CC)C.O. The catalyst is ClCCl. The product is [CH:6]1([NH:12][S:1]([NH:15][CH:18]2[CH2:19][CH2:8][CH2:7][CH2:6][CH2:11]2)(=[O:3])=[O:2])[CH2:11][CH2:10][CH2:9][CH2:8][CH2:7]1. The yield is 0.450. (4) The reactants are [F:1][C:2]1[CH:8]=[C:7]([I:9])[CH:6]=[CH:5][C:3]=1[NH2:4].CC(C)([O-])C.[K+].[F:16][C:17]1[CH:22]=[C:21]([F:23])[CH:20]=[C:19](F)[C:18]=1[N+:25]([O-:27])=[O:26]. The catalyst is C1COCC1. The product is [F:16][C:17]1[C:18]([N+:25]([O-:27])=[O:26])=[C:19]([CH:20]=[C:21]([F:23])[CH:22]=1)[NH:4][C:3]1[CH:5]=[CH:6][C:7]([I:9])=[CH:8][C:2]=1[F:1]. The yield is 0.270. (5) The reactants are [F:1][C:2]1[CH:7]=[CH:6][CH:5]=[CH:4][C:3]=1[S:8]([NH:11][C:12]1[CH:13]=[C:14]([CH:31]=[CH:32][CH:33]=1)[C:15]([NH:17][CH:18]1[CH:25]2[CH2:26][C:21]3([C:28]([OH:30])=O)[CH2:22][CH:23]([CH2:27][CH:19]1[CH2:20]3)[CH2:24]2)=[O:16])(=[O:10])=[O:9].C(Cl)CCl.C1C=CC2N(O)N=[N:44]C=2C=1.O.N. The catalyst is C(Cl)Cl. The product is [F:1][C:2]1[CH:7]=[CH:6][CH:5]=[CH:4][C:3]=1[S:8]([NH:11][C:12]1[CH:13]=[C:14]([CH:31]=[CH:32][CH:33]=1)[C:15]([NH:17][CH:18]1[CH:19]2[CH2:20][C:21]3([C:28]([NH2:44])=[O:30])[CH2:22][CH:23]([CH2:24][CH:25]1[CH2:26]3)[CH2:27]2)=[O:16])(=[O:9])=[O:10]. The yield is 0.430. (6) The reactants are C[O:2][C:3]([C:5]1[C:10]([Cl:11])=[C:9]([NH2:12])[N:8]=[C:7]([C:13]2[CH:18]=[CH:17][C:16]([Cl:19])=[C:15]([O:20][CH3:21])[C:14]=2[F:22])[N:6]=1)=[O:4].[OH-].[Na+].Cl. The catalyst is CO. The product is [NH2:12][C:9]1[N:8]=[C:7]([C:13]2[CH:18]=[CH:17][C:16]([Cl:19])=[C:15]([O:20][CH3:21])[C:14]=2[F:22])[N:6]=[C:5]([C:3]([OH:4])=[O:2])[C:10]=1[Cl:11]. The yield is 0.667. (7) The reactants are [Br:1][C:2]1[C:3]([OH:16])=[C:4]2[C:9](=[CH:10][CH:11]=1)[N:8]([C:12](=[O:14])[CH3:13])[C@@H:7]([CH3:15])[CH2:6][CH2:5]2.[C:17]([C:20]1[CH:25]=[CH:24][C:23](B(O)O)=[CH:22][CH:21]=1)(=[O:19])[NH2:18].N1C=CC=CC=1. The catalyst is C([O-])(=O)C.[Cu+2].C([O-])(=O)C.ClCCl. The product is [C:12]([N:8]1[C:9]2[C:4](=[C:3]([O:16][C:23]3[CH:24]=[CH:25][C:20]([C:17]([NH2:18])=[O:19])=[CH:21][CH:22]=3)[C:2]([Br:1])=[CH:11][CH:10]=2)[CH2:5][CH2:6][C@@H:7]1[CH3:15])(=[O:14])[CH3:13]. The yield is 0.350.